The task is: Predict the reactants needed to synthesize the given product.. This data is from Full USPTO retrosynthesis dataset with 1.9M reactions from patents (1976-2016). (1) Given the product [CH2:26]([N:8]1[CH2:7][CH:6]2[CH2:12][O:13][CH2:14][CH2:15][N:5]2[C:4]2[N:3]=[C:2]([Cl:1])[N:11]=[CH:10][C:9]1=2)[C:27]1[CH:32]=[CH:31][CH:30]=[CH:29][CH:28]=1, predict the reactants needed to synthesize it. The reactants are: [Cl:1][C:2]1[N:11]=[CH:10][C:9]2[NH:8][CH2:7][CH:6]3[CH2:12][O:13][CH2:14][CH2:15][N:5]3[C:4]=2[N:3]=1.C(N(CC)C(C)C)(C)C.Br[CH2:26][C:27]1[CH:32]=[CH:31][CH:30]=[CH:29][CH:28]=1. (2) Given the product [C:48]([C:7]1[C:16]2[C:11](=[CH:12][CH:13]=[C:14]([S:17]([NH:18][C:19]3[S:20][CH:21]=[CH:22][N:23]=3)(=[O:36])=[O:35])[CH:15]=2)[C:10]([C:37]2[CH:42]=[CH:41][C:40]([F:43])=[CH:39][C:38]=2[O:44][CH3:45])=[N:9][CH:8]=1)#[N:49], predict the reactants needed to synthesize it. The reactants are: FC(F)(F)S(O[C:7]1[C:16]2[C:11](=[CH:12][CH:13]=[C:14]([S:17](=[O:36])(=[O:35])[N:18](CC3C=CC(OC)=CC=3OC)[C:19]3[S:20][CH:21]=[CH:22][N:23]=3)[CH:15]=2)[C:10]([C:37]2[CH:42]=[CH:41][C:40]([F:43])=[CH:39][C:38]=2[O:44][CH3:45])=[N:9][CH:8]=1)(=O)=O.[CH3:48][N:49](C=O)C.C(O)(C(F)(F)F)=O. (3) Given the product [C:11]([O:15][C:16](=[O:31])[CH2:17][CH2:18][CH2:19][CH2:20][N:21]1[C:2]2[CH:7]=[CH:6][CH:5]=[CH:4][C:3]=2[N:8]=[C:22]1[CH2:23][CH2:24][CH2:25][CH2:26][CH2:27][CH2:28][CH3:29])([CH3:14])([CH3:13])[CH3:12], predict the reactants needed to synthesize it. The reactants are: I[C:2]1[CH:7]=[CH:6][CH:5]=[CH:4][C:3]=1[N+:8]([O-])=O.[C:11]([O:15][C:16](=[O:31])[CH2:17][CH2:18][CH2:19][CH2:20][NH:21][C:22](=O)[CH2:23][CH2:24][CH2:25][CH2:26][CH2:27][CH2:28][CH3:29])([CH3:14])([CH3:13])[CH3:12]. (4) Given the product [NH2:19][CH2:18][CH2:17][CH2:16][O:15][C:11]1[CH:10]=[C:9]([CH:14]=[CH:13][CH:12]=1)[C:8]([NH:7][CH2:6][C@H:5]([NH:21][C:22]([C:24]1[C:25]([CH3:42])=[N:26][C:27]([NH:31][CH2:32][CH2:33][CH2:34][C:35]2[CH:40]=[CH:39][CH:38]=[C:37]([OH:41])[CH:36]=2)=[N:28][C:29]=1[CH3:30])=[O:23])[C:4]([OH:43])=[O:3])=[O:20], predict the reactants needed to synthesize it. The reactants are: Cl.C[O:3][C:4](=[O:43])[C@@H:5]([NH:21][C:22]([C:24]1[C:25]([CH3:42])=[N:26][C:27]([NH:31][CH2:32][CH2:33][CH2:34][C:35]2[CH:40]=[CH:39][CH:38]=[C:37]([OH:41])[CH:36]=2)=[N:28][C:29]=1[CH3:30])=[O:23])[CH2:6][NH:7][C:8](=[O:20])[C:9]1[CH:14]=[CH:13][CH:12]=[C:11]([O:15][CH2:16][CH2:17][CH2:18][NH2:19])[CH:10]=1.[OH-].[Na+].Cl. (5) The reactants are: C(OC([NH:11][C@H:12]1[CH2:17][CH2:16][N:15]([C:18]2[CH:19]=[CH:20][C:21]([O:28][CH3:29])=[C:22]([CH:27]=2)[C:23]([O:25][CH3:26])=[O:24])[CH2:14][C@H:13]1[O:30][CH3:31])=O)C1C=CC=CC=1.CO. Given the product [NH2:11][C@H:12]1[CH2:17][CH2:16][N:15]([C:18]2[CH:19]=[CH:20][C:21]([O:28][CH3:29])=[C:22]([CH:27]=2)[C:23]([O:25][CH3:26])=[O:24])[CH2:14][C@H:13]1[O:30][CH3:31], predict the reactants needed to synthesize it. (6) The reactants are: [C:1]([O:5][C:6](=[O:28])[C@H:7]([NH:20]C(OC(C)(C)C)=O)[CH2:8][N:9]1[C:13](=[O:14])[C:12]2=[CH:15][CH:16]=[CH:17][CH:18]=[C:11]2[C:10]1=[O:19])([CH3:4])([CH3:3])[CH3:2].Cl.CC(C(OC)=O)=C. Given the product [C:1]([O:5][C:6](=[O:28])[C@H:7]([NH2:20])[CH2:8][N:9]1[C:10](=[O:19])[C:11]2=[CH:18][CH:17]=[CH:16][CH:15]=[C:12]2[C:13]1=[O:14])([CH3:4])([CH3:2])[CH3:3], predict the reactants needed to synthesize it. (7) Given the product [CH3:1][O:2][C:3]1[CH:17]=[CH:16][C:6]([O:7][C:8]2[CH:15]=[CH:14][C:11]([CH2:12][NH2:13])=[CH:10][CH:9]=2)=[C:5]([C:18]([F:19])([F:20])[F:21])[CH:4]=1, predict the reactants needed to synthesize it. The reactants are: [CH3:1][O:2][C:3]1[CH:17]=[CH:16][C:6]([O:7][C:8]2[CH:15]=[CH:14][C:11]([C:12]#[N:13])=[CH:10][CH:9]=2)=[C:5]([C:18]([F:21])([F:20])[F:19])[CH:4]=1.[H][H]. (8) The reactants are: [F:1][C:2]([F:16])([F:15])[C:3]1[C:4]([NH2:14])=[C:5]([NH2:13])[CH:6]=[C:7]([C:9]([F:12])([F:11])[F:10])[CH:8]=1.N1C=CC=CC=1.Cl[C:24](=[O:31])[CH2:25][C:26]([O:28][CH2:29][CH3:30])=[O:27]. Given the product [NH2:14][C:4]1[C:3]([C:2]([F:15])([F:16])[F:1])=[CH:8][C:7]([C:9]([F:12])([F:11])[F:10])=[CH:6][C:5]=1[NH:13][C:24](=[O:31])[CH2:25][C:26]([O:28][CH2:29][CH3:30])=[O:27], predict the reactants needed to synthesize it. (9) Given the product [Br:1][C:2]1[CH:11]=[CH:10][C:5]2[N:6]=[C:7]([NH:9][C:27](=[O:28])[C:24]3[CH:25]=[CH:26][C:21]([CH3:30])=[CH:22][CH:23]=3)[S:8][C:4]=2[CH:3]=1, predict the reactants needed to synthesize it. The reactants are: [Br:1][C:2]1[CH:11]=[CH:10][C:5]2[N:6]=[C:7]([NH2:9])[S:8][C:4]=2[CH:3]=1.C(N(C(C)C)CC)(C)C.[C:21]1([CH3:30])[CH:26]=[CH:25][C:24]([C:27](Cl)=[O:28])=[CH:23][CH:22]=1. (10) Given the product [C:26]([O:25][C:23](=[O:24])[NH:22][C:12]1[CH:13]=[C:14]2[C:20](=[O:21])[NH:19][N:18]=[CH:17][C:16]3=[C:8]([C:6](=[O:5])[NH:32][CH3:30])[NH:9][C:10]([CH:11]=1)=[C:15]23)([CH3:28])([CH3:27])[CH3:29], predict the reactants needed to synthesize it. The reactants are: Cl.CN.C[O:5][C:6]([C:8]1[NH:9][C:10]2[CH:11]=[C:12]([NH:22][C:23]([O:25][C:26]([CH3:29])([CH3:28])[CH3:27])=[O:24])[CH:13]=[C:14]3[C:20](=[O:21])[NH:19][N:18]=[CH:17][C:16]=1[C:15]=23)=O.[CH2:30]([N:32](CC)CC)C.